This data is from NCI-60 drug combinations with 297,098 pairs across 59 cell lines. The task is: Regression. Given two drug SMILES strings and cell line genomic features, predict the synergy score measuring deviation from expected non-interaction effect. Drug 1: CC1=CC2C(CCC3(C2CCC3(C(=O)C)OC(=O)C)C)C4(C1=CC(=O)CC4)C. Drug 2: CC1=C(C(=O)C2=C(C1=O)N3CC4C(C3(C2COC(=O)N)OC)N4)N. Cell line: RPMI-8226. Synergy scores: CSS=37.6, Synergy_ZIP=0.908, Synergy_Bliss=0.768, Synergy_Loewe=-12.3, Synergy_HSA=1.85.